Dataset: hERG potassium channel inhibition data for cardiac toxicity prediction from Karim et al.. Task: Regression/Classification. Given a drug SMILES string, predict its toxicity properties. Task type varies by dataset: regression for continuous values (e.g., LD50, hERG inhibition percentage) or binary classification for toxic/non-toxic outcomes (e.g., AMES mutagenicity, cardiotoxicity, hepatotoxicity). Dataset: herg_karim. (1) The molecule is CCn1cc([C@@]2(c3nnc(SC)o3)N[C@@H](c3nc(-c4ccc(F)cn4)c[nH]3)Cc3c2[nH]c2ccccc32)cn1. The result is 1 (blocker). (2) The molecule is C=CC(=O)Nc1cc(Nc2ncc(Cl)c(-c3cn(C)c4ccccc34)n2)c(OC)cc1N(C)CCN(C)C. The result is 1 (blocker). (3) The compound is CN(C)CCOc1cc(-c2cn[nH]c2)ccc1NC(=O)C1COc2ccccc2O1. The result is 0 (non-blocker). (4) The molecule is CN1CC2CC1CN2c1ncc(-c2ccc3n[nH]cc3c2)cn1. The result is 0 (non-blocker). (5) The compound is O=C(Cn1cnc2ccccc2c1=O)Nc1ccc(C[C@@H]2CC[C@H]([C@H](O)c3ccccc3)N2)cc1. The result is 1 (blocker). (6) The result is 0 (non-blocker). The drug is Nc1nccc2cc(O[C@H]3CCCNC3)ccc12. (7) The drug is C[C@@H](Oc1ccc(S(C)(=O)=O)cc1C(=O)N1CCN(c2ncc(C(F)(F)F)cc2F)CC1)C(C)(C)C. The result is 0 (non-blocker). (8) The molecule is O=C(CCc1ccccc1)NC1CCC(c2ccc(O)c(F)c2)CC1. The result is 0 (non-blocker).